Task: Predict the reaction yield, written as a fraction of the theoretical maximum amount of product (1.0 means a 100% yield; for example, 0.34 means a 34% yield).. Dataset: Reaction yield outcomes from USPTO patents with 853,638 reactions (1) The reactants are [CH3:1][N:2]([CH3:27])[CH2:3][CH2:4][N:5]1[C:9]2[CH:10]=[CH:11][C:12]([S:14]([C@H:17]3[CH2:21][CH2:20][NH:19][CH2:18]3)(=[O:16])=[O:15])=[CH:13][C:8]=2[N:7]=[C:6]1[CH2:22][C:23]([CH3:26])([CH3:25])[CH3:24].C=O.[CH:30](O)=O. The catalyst is O1CCOCC1. The product is [CH3:1][N:2]([CH3:27])[CH2:3][CH2:4][N:5]1[C:9]2[CH:10]=[CH:11][C:12]([S:14]([C@H:17]3[CH2:21][CH2:20][N:19]([CH3:30])[CH2:18]3)(=[O:15])=[O:16])=[CH:13][C:8]=2[N:7]=[C:6]1[CH2:22][C:23]([CH3:24])([CH3:26])[CH3:25]. The yield is 0.870. (2) The product is [CH3:1][O:2][C:3]1[CH:8]=[CH:7][C:6]([C:9]2[N:10]=[C:11]([C:17]3[CH:22]=[CH:21][N:20]=[CH:19][CH:18]=3)[NH:12][C:13]=2[C:14]([NH2:30])=[O:15])=[CH:5][CH:4]=1. The reactants are [CH3:1][O:2][C:3]1[CH:8]=[CH:7][C:6]([C:9]2[N:10]=[C:11]([C:17]3[CH:22]=[CH:21][N:20]=[CH:19][CH:18]=3)[NH:12][C:13]=2[C:14](O)=[O:15])=[CH:5][CH:4]=1.O.OC1C2N=N[NH:30]C=2C=CC=1.N.O1CCOCC1.CN(C)CCCN=C=NCC. The yield is 0.670. The catalyst is CN(C=O)C. (3) The reactants are Cl.Cl.[NH:3]1[C:11]2[C:6](=[CH:7][C:8]([C:12]3[C:20]4[C:19]([NH2:21])=[N:18][CH:17]=[N:16][C:15]=4[N:14]([CH3:22])[CH:13]=3)=[CH:9][CH:10]=2)[CH2:5][CH2:4]1.[F:23][C:24]1[CH:29]=[CH:28][C:27]([CH2:30][C:31](O)=[O:32])=[CH:26][C:25]=1[C:34]([F:37])([F:36])[F:35].CN(C(ON1N=NC2C=CC=NC1=2)=[N+](C)C)C.F[P-](F)(F)(F)(F)F.CCN(C(C)C)C(C)C. The catalyst is O. The product is [F:23][C:24]1[CH:29]=[CH:28][C:27]([CH2:30][C:31]([N:3]2[C:11]3[C:6](=[CH:7][C:8]([C:12]4[C:20]5[C:19]([NH2:21])=[N:18][CH:17]=[N:16][C:15]=5[N:14]([CH3:22])[CH:13]=4)=[CH:9][CH:10]=3)[CH2:5][CH2:4]2)=[O:32])=[CH:26][C:25]=1[C:34]([F:35])([F:36])[F:37]. The yield is 0.950. (4) The reactants are C([Li])(C)(C)C.CC[O:8][CH2:9][CH3:10].Br[C:12]1[CH:13]=[C:14]2[C:18](=[CH:19][C:20]=1C)[NH:17][CH:16]=[C:15]2[CH3:22]. The catalyst is CN(C=O)C. The product is [CH3:22][C:15]1[C:14]2[C:18](=[CH:19][C:20]([CH3:12])=[C:10]([CH:9]=[O:8])[CH:13]=2)[NH:17][CH:16]=1. The yield is 0.820. (5) The reactants are [CH3:1][O:2][C:3]1[CH:4]=[C:5]([OH:9])[CH:6]=[CH:7][CH:8]=1.[Br:10][C:11]1[CH:16]=[CH:15][C:14]([Cl:17])=[CH:13][C:12]=1[CH2:18]Br.C(=O)([O-])[O-].[K+].[K+].O. The catalyst is CN(C=O)C. The product is [Br:10][C:11]1[CH:16]=[CH:15][C:14]([Cl:17])=[CH:13][C:12]=1[CH2:18][O:9][C:5]1[CH:6]=[CH:7][CH:8]=[C:3]([O:2][CH3:1])[CH:4]=1. The yield is 0.870. (6) The reactants are [CH3:1][O:2][C:3]1[C:12]2[CH2:13][N:14]([CH2:17][C:18]3[CH:23]=[CH:22][C:21]([C:24]([F:27])([F:26])[F:25])=[CH:20][CH:19]=3)[C:15](=[O:16])[C:11]=2[C:10]([O:28]CC2C=CC(OC)=CC=2)=[C:9]2[C:4]=1[CH:5]=[CH:6][CH:7]=[N:8]2.C([SiH](CC)CC)C.FC(F)(F)C(O)=O. The catalyst is ClCCl. The product is [OH:28][C:10]1[C:11]2[C:15](=[O:16])[N:14]([CH2:17][C:18]3[CH:23]=[CH:22][C:21]([C:24]([F:27])([F:26])[F:25])=[CH:20][CH:19]=3)[CH2:13][C:12]=2[C:3]([O:2][CH3:1])=[C:4]2[C:9]=1[N:8]=[CH:7][CH:6]=[CH:5]2. The yield is 0.540. (7) The reactants are C(OC([N:8]1[CH2:13][CH2:12][N:11]([C:14](=[O:22])[C:15]2[CH:20]=[CH:19][C:18]([Cl:21])=[CH:17][CH:16]=2)[CH2:10][CH2:9]1)=O)(C)(C)C.O1CCOCC1. The catalyst is C(Cl)Cl. The product is [Cl:21][C:18]1[CH:17]=[CH:16][C:15]([C:14]([N:11]2[CH2:10][CH2:9][NH:8][CH2:13][CH2:12]2)=[O:22])=[CH:20][CH:19]=1. The yield is 0.990.